Predict which catalyst facilitates the given reaction. From a dataset of Catalyst prediction with 721,799 reactions and 888 catalyst types from USPTO. (1) Reactant: [CH2:1]([O:3][C:4](=[O:14])[C:5]1[CH:10]=[C:9]([Br:11])[C:8]([CH3:12])=[CH:7][C:6]=1[NH2:13])[CH3:2].[C:15]([O:19][C:20](N([C:20]([O:19][C:15]([CH3:18])([CH3:17])[CH3:16])=[O:21])C1C(Br)=CC(C(F)(F)F)=C(Cl)C=1)=[O:21])([CH3:18])([CH3:17])[CH3:16]. Product: [CH2:1]([O:3][C:4](=[O:14])[C:5]1[CH:10]=[C:9]([Br:11])[C:8]([CH3:12])=[CH:7][C:6]=1[N:13]([C:20]([O:19][C:15]([CH3:18])([CH3:17])[CH3:16])=[O:21])[C:20]([O:19][C:15]([CH3:18])([CH3:17])[CH3:16])=[O:21])[CH3:2]. The catalyst class is: 10. (2) Reactant: Br[C:2]1[CH:3]=[C:4]([CH2:8][C:9]#[N:10])[CH:5]=[CH:6][CH:7]=1.[CH3:11][O:12][CH2:13][O:14][C:15]1[CH:16]=[C:17](B(O)O)[CH:18]=[CH:19][CH:20]=1.C(=O)([O-])[O-].[Na+].[Na+].O. Product: [CH3:11][O:12][CH2:13][O:14][C:15]1[CH:20]=[C:19]([C:2]2[CH:7]=[CH:6][CH:5]=[C:4]([CH2:8][C:9]#[N:10])[CH:3]=2)[CH:18]=[CH:17][CH:16]=1. The catalyst class is: 109. (3) Reactant: [C:1]([Si:5]([O:8][C@H:9]1[CH2:14][CH2:13][CH2:12][C@H:11]([O:15][C:16]2[CH:21]=[C:20]([F:22])[CH:19]=[CH:18][C:17]=2[N+:23]([O-])=O)[CH2:10]1)([CH3:7])[CH3:6])([CH3:4])([CH3:3])[CH3:2]. Product: [C:1]([Si:5]([CH3:7])([CH3:6])[O:8][C@H:9]1[CH2:14][CH2:13][CH2:12][C@H:11]([O:15][C:16]2[CH:21]=[C:20]([F:22])[CH:19]=[CH:18][C:17]=2[NH2:23])[CH2:10]1)([CH3:4])([CH3:3])[CH3:2]. The catalyst class is: 227.